From a dataset of Forward reaction prediction with 1.9M reactions from USPTO patents (1976-2016). Predict the product of the given reaction. Given the reactants [C:1]([Si:5]([CH3:19])([CH3:18])[O:6][C@@H:7]([CH2:10][CH2:11][C:12]1[CH:17]=[CH:16][CH:15]=[CH:14][CH:13]=1)[C:8]#[CH:9])([CH3:4])([CH3:3])[CH3:2].[I:20]I, predict the reaction product. The product is: [C:1]([Si:5]([O:6][C@@H:7]([CH2:10][CH2:11][C:12]1[CH:13]=[CH:14][CH:15]=[CH:16][CH:17]=1)/[CH:8]=[CH:9]/[I:20])([CH3:18])[CH3:19])([CH3:3])([CH3:2])[CH3:4].